Dataset: Catalyst prediction with 721,799 reactions and 888 catalyst types from USPTO. Task: Predict which catalyst facilitates the given reaction. (1) Reactant: [Br:1][CH2:2][CH:3]1[CH2:8][CH2:7][N:6]([C:9](=O)[CH:10]([CH3:12])[CH3:11])[CH2:5][CH2:4]1.COC1C=CC(P2(SP(C3C=CC(OC)=CC=3)(=S)S2)=[S:23])=CC=1. Product: [Br:1][CH2:2][CH:3]1[CH2:8][CH2:7][N:6]([C:9](=[S:23])[CH:10]([CH3:12])[CH3:11])[CH2:5][CH2:4]1. The catalyst class is: 7. (2) Reactant: [Cl:1][C:2]1[N:7]=[C:6]([NH2:8])[CH:5]=[CH:4][CH:3]=1.[Br:9]N1C(=O)CCC1=O. Product: [Br:9][C:3]1[CH:4]=[CH:5][C:6]([NH2:8])=[N:7][C:2]=1[Cl:1]. The catalyst class is: 10. (3) Reactant: [C:1]([O:5][C:6]([N:8]1[CH2:13][CH2:12][CH:11]([NH:14][CH2:15][C:16]2[CH:21]=[CH:20][CH:19]=[CH:18][CH:17]=2)[CH2:10][CH2:9]1)=[O:7])([CH3:4])([CH3:3])[CH3:2].I[C:23]1[CH:28]=[CH:27][C:26]([N+:29]([O-:31])=[O:30])=[CH:25][CH:24]=1.N#N. Product: [C:1]([O:5][C:6]([N:8]1[CH2:13][CH2:12][CH:11]([N:14]([CH2:15][C:16]2[CH:21]=[CH:20][CH:19]=[CH:18][CH:17]=2)[C:23]2[CH:28]=[CH:27][C:26]([N+:29]([O-:31])=[O:30])=[CH:25][CH:24]=2)[CH2:10][CH2:9]1)=[O:7])([CH3:4])([CH3:2])[CH3:3]. The catalyst class is: 187. (4) Reactant: [Cl:1][C:2]1[C:3]([F:24])=[C:4]([NH:9][C:10]2[C:19]3[C:14](=[CH:15][C:16](F)=[C:17]([N+:20]([O-:22])=[O:21])[CH:18]=3)[N:13]=[CH:12][N:11]=2)[CH:5]=[CH:6][C:7]=1[Cl:8].[CH3:25][O-:26].[Na+].O. Product: [Cl:1][C:2]1[C:3]([F:24])=[C:4]([NH:9][C:10]2[C:19]3[C:14](=[CH:15][C:16]([O:26][CH3:25])=[C:17]([N+:20]([O-:22])=[O:21])[CH:18]=3)[N:13]=[CH:12][N:11]=2)[CH:5]=[CH:6][C:7]=1[Cl:8]. The catalyst class is: 5. (5) Reactant: [NH2:1][CH:2]1[CH2:6][CH2:5][N:4]([CH:7]([C:14]2[CH:19]=[CH:18][CH:17]=[CH:16][CH:15]=2)[C:8]2[CH:13]=[CH:12][CH:11]=[CH:10][CH:9]=2)[C:3]1=[O:20].[C:21]1([CH:27]([C:32]2[CH:37]=[CH:36][CH:35]=[CH:34][CH:33]=2)[CH2:28][C:29](O)=[O:30])[CH:26]=[CH:25][CH:24]=[CH:23][CH:22]=1.C(Cl)CCl. Product: [CH:7]([N:4]1[CH2:5][CH2:6][CH:2]([NH:1][C:29](=[O:30])[CH2:28][CH:27]([C:21]2[CH:26]=[CH:25][CH:24]=[CH:23][CH:22]=2)[C:32]2[CH:37]=[CH:36][CH:35]=[CH:34][CH:33]=2)[C:3]1=[O:20])([C:8]1[CH:13]=[CH:12][CH:11]=[CH:10][CH:9]=1)[C:14]1[CH:19]=[CH:18][CH:17]=[CH:16][CH:15]=1. The catalyst class is: 64. (6) Reactant: [NH2:1][CH2:2][C:3]1[CH:4]=[N:5][CH:6]=[CH:7][CH:8]=1.[Cl:9][C:10]1[C:15]([N+:16]([O-:18])=[O:17])=[C:14](Cl)[CH:13]=[C:12]([CH2:20][CH2:21][CH2:22][CH2:23][CH3:24])[N:11]=1.C(N(CC)CC)C. Product: [Cl:9][C:10]1[C:15]([N+:16]([O-:18])=[O:17])=[C:14]([NH:1][CH2:2][C:3]2[CH:4]=[N:5][CH:6]=[CH:7][CH:8]=2)[CH:13]=[C:12]([CH2:20][CH2:21][CH2:22][CH2:23][CH3:24])[N:11]=1. The catalyst class is: 3. (7) Reactant: [CH3:1][C:2]1[C:7]([C:8]([OH:10])=O)=[CH:6][N:5]=[C:4]([C:11]2[CH:16]=[CH:15][CH:14]=[CH:13][N:12]=2)[N:3]=1.CN(C(SC1[N+]([O-])=CC=CC=1)=[N+](C)C)C.F[P-](F)(F)(F)(F)F.CCN(C(C)C)C(C)C.[F:48][C:49]1[CH:50]=[C:51]2[C:55](=[CH:56][CH:57]=1)[N:54]([NH2:58])[CH:53]=[C:52]2[CH3:59]. Product: [F:48][C:49]1[CH:50]=[C:51]2[C:55](=[CH:56][CH:57]=1)[N:54]([NH:58][C:8]([C:7]1[C:2]([CH3:1])=[N:3][C:4]([C:11]3[CH:16]=[CH:15][CH:14]=[CH:13][N:12]=3)=[N:5][CH:6]=1)=[O:10])[CH:53]=[C:52]2[CH3:59]. The catalyst class is: 303. (8) Reactant: O/[CH:2]=[C:3](/[CH2:9][C:10]1[CH:11]=[N:12][CH:13]=[N:14][CH:15]=1)\[C:4]([O:6]CC)=O.[NH2:16][C:17]([NH2:19])=[S:18].CC(C)([O-])C.[K+]. Product: [N:14]1[CH:15]=[C:10]([CH2:9][C:3]2[C:4](=[O:6])[NH:16][C:17](=[S:18])[NH:19][CH:2]=2)[CH:11]=[N:12][CH:13]=1. The catalyst class is: 32. (9) Reactant: [C:1]([NH:5][C:6]([C:8]1([CH:14]2[CH2:19][CH2:18][CH2:17][CH2:16][CH2:15]2)[CH2:13][CH2:12][NH:11][CH2:10][CH2:9]1)=[O:7])([CH3:4])([CH3:3])[CH3:2].C(Cl)CCl.C1C=CC2N(O)N=NC=2C=1.CCN(C(C)C)C(C)C.[F:43][C:44]1[CH:49]=[C:48]([F:50])[CH:47]=[CH:46][C:45]=1[C@@H:51]1[CH2:55][C:54](=[CH2:56])[CH2:53][C@H:52]1[C:57](O)=[O:58]. Product: [C:1]([NH:5][C:6]([C:8]1([CH:14]2[CH2:19][CH2:18][CH2:17][CH2:16][CH2:15]2)[CH2:9][CH2:10][N:11]([C:57]([C@@H:52]2[CH2:53][C:54](=[CH2:56])[CH2:55][C@H:51]2[C:45]2[CH:46]=[CH:47][C:48]([F:50])=[CH:49][C:44]=2[F:43])=[O:58])[CH2:12][CH2:13]1)=[O:7])([CH3:4])([CH3:2])[CH3:3]. The catalyst class is: 4.